From a dataset of Retrosynthesis with 50K atom-mapped reactions and 10 reaction types from USPTO. Predict the reactants needed to synthesize the given product. (1) Given the product OCc1cc(Br)ccc1OCCN1CCCC1, predict the reactants needed to synthesize it. The reactants are: ClCCN1CCCC1.OCc1cc(Br)ccc1O. (2) Given the product Cc1cc(CN(C)CCCCNC(=O)Nc2cccc(-c3nnnn3C)c2)ccc1F, predict the reactants needed to synthesize it. The reactants are: CNCCCCNC(=O)Nc1cccc(-c2nnnn2C)c1.Cc1cc(C=O)ccc1F. (3) Given the product CCS(=O)(=O)c1cc(NCCN2CCCC2)c(C)c(N2CCNCC2)c1, predict the reactants needed to synthesize it. The reactants are: CCS(=O)(=O)c1cc(NCCN2CCCC2)c(C)c(N2CCN(C(=O)OC(C)(C)C)CC2)c1. (4) Given the product CCN1c2cc(O)ccc2C(C)=CC1(C)C, predict the reactants needed to synthesize it. The reactants are: CCN1c2cc(OC)ccc2C(C)=CC1(C)C. (5) Given the product CON(C)C(=O)c1ccc(C#N)cc1, predict the reactants needed to synthesize it. The reactants are: CNOC.N#Cc1ccc(C(=O)O)cc1. (6) Given the product CCCCC(CC)CC#N, predict the reactants needed to synthesize it. The reactants are: CCCCC(CC)CBr.[C-]#N. (7) Given the product CCOC(=S)Sc1ccc(C)cc1COC1CCCCO1, predict the reactants needed to synthesize it. The reactants are: C1=COCCC1.CCOC(=S)Sc1ccc(C)cc1CO.